This data is from TCR-epitope binding with 47,182 pairs between 192 epitopes and 23,139 TCRs. The task is: Binary Classification. Given a T-cell receptor sequence (or CDR3 region) and an epitope sequence, predict whether binding occurs between them. (1) The epitope is FLNRFTTTL. The TCR CDR3 sequence is CASSEASGVVQPQHF. Result: 0 (the TCR does not bind to the epitope). (2) The epitope is FPRPWLHGL. The TCR CDR3 sequence is CATSDRLAGGELFF. Result: 0 (the TCR does not bind to the epitope). (3) Result: 1 (the TCR binds to the epitope). The TCR CDR3 sequence is CASSFGQGNEQYF. The epitope is IVTDFSVIK. (4) The epitope is FLNRFTTTL. The TCR CDR3 sequence is CASSSSESGSYNEQFF. Result: 0 (the TCR does not bind to the epitope). (5) The epitope is RAKFKQLL. The TCR CDR3 sequence is CASSQVLGGGLNEQYF. Result: 1 (the TCR binds to the epitope). (6) The epitope is LEPLVDLPI. The TCR CDR3 sequence is CASSLAPENTEAFF. Result: 0 (the TCR does not bind to the epitope).